This data is from Full USPTO retrosynthesis dataset with 1.9M reactions from patents (1976-2016). The task is: Predict the reactants needed to synthesize the given product. (1) Given the product [NH2:4][C:5]1[N:10]=[C:9]([NH:11][CH2:12][CH2:13][NH:14][C:15]2[N:20]=[C:19]([C:21]3[CH:26]=[CH:25][C:24]([Cl:27])=[CH:23][C:22]=3[Cl:28])[C:18]([N:29]3[C:33](=[O:34])[CH2:32][CH:31]([N:2]([CH3:3])[CH3:1])[C:30]3=[O:35])=[CH:17][N:16]=2)[CH:8]=[CH:7][C:6]=1[N+:36]([O-:38])=[O:37], predict the reactants needed to synthesize it. The reactants are: [CH3:1][NH:2][CH3:3].[NH2:4][C:5]1[N:10]=[C:9]([NH:11][CH2:12][CH2:13][NH:14][C:15]2[N:20]=[C:19]([C:21]3[CH:26]=[CH:25][C:24]([Cl:27])=[CH:23][C:22]=3[Cl:28])[C:18]([N:29]3[C:33](=[O:34])[CH:32]=[CH:31][C:30]3=[O:35])=[CH:17][N:16]=2)[CH:8]=[CH:7][C:6]=1[N+:36]([O-:38])=[O:37]. (2) The reactants are: [CH2:1]([O:8][CH2:9][CH2:10][CH:11]([NH2:25])[CH:12]1[CH2:17][CH2:16][N:15]([C:18]([O:20][C:21]([CH3:24])([CH3:23])[CH3:22])=[O:19])[CH2:14][CH2:13]1)[C:2]1[CH:7]=[CH:6][CH:5]=[CH:4][CH:3]=1.[CH3:26][C:27]1[C:36]2[C:31](=[CH:32][CH:33]=[CH:34][CH:35]=2)[C:30]([S:37](Cl)(=[O:39])=[O:38])=[CH:29][CH:28]=1. Given the product [CH2:1]([O:8][CH2:9][CH2:10][CH:11]([NH:25][S:37]([C:30]1[C:31]2[C:36](=[CH:35][CH:34]=[CH:33][CH:32]=2)[C:27]([CH3:26])=[CH:28][CH:29]=1)(=[O:39])=[O:38])[CH:12]1[CH2:13][CH2:14][N:15]([C:18]([O:20][C:21]([CH3:22])([CH3:24])[CH3:23])=[O:19])[CH2:16][CH2:17]1)[C:2]1[CH:7]=[CH:6][CH:5]=[CH:4][CH:3]=1, predict the reactants needed to synthesize it. (3) Given the product [ClH:1].[Cl:1][C:2]1[CH:6]=[C:5]([C:7]([OH:9])=[O:8])[N:4]([C:11]2[CH:12]=[N:13][CH:14]=[CH:15][CH:16]=2)[N:3]=1, predict the reactants needed to synthesize it. The reactants are: [Cl:1][C:2]1[CH:6]=[C:5]([C:7]([O:9]C)=[O:8])[N:4]([C:11]2[CH:12]=[N:13][CH:14]=[CH:15][CH:16]=2)[N:3]=1. (4) The reactants are: C([O:3][C:4](=[O:37])[C:5]1[CH:10]=[C:9]([Cl:11])[C:8]([N:12]2[CH2:17][CH2:16][N:15]([C:18]3[CH:23]=[C:22]([C:24]4[CH:29]=[CH:28][C:27]([F:30])=[CH:26][CH:25]=4)[N:21]=[C:20]([N:31]4[CH2:35][CH2:34][CH2:33][CH:32]4[CH3:36])[N:19]=3)[CH2:14][CH2:13]2)=[N:7][CH:6]=1)C.O.O[Li].O.Cl. Given the product [Cl:11][C:9]1[C:8]([N:12]2[CH2:13][CH2:14][N:15]([C:18]3[CH:23]=[C:22]([C:24]4[CH:25]=[CH:26][C:27]([F:30])=[CH:28][CH:29]=4)[N:21]=[C:20]([N:31]4[CH2:35][CH2:34][CH2:33][CH:32]4[CH3:36])[N:19]=3)[CH2:16][CH2:17]2)=[N:7][CH:6]=[C:5]([CH:10]=1)[C:4]([OH:37])=[O:3], predict the reactants needed to synthesize it. (5) Given the product [CH2:1]([O:8][C:9]([N:11]([CH2:16][CH:17]([NH:25][CH3:24])[CH3:18])[CH2:12][C:13]([OH:15])=[O:14])=[O:10])[C:2]1[CH:7]=[CH:6][CH:5]=[CH:4][CH:3]=1, predict the reactants needed to synthesize it. The reactants are: [CH2:1]([O:8][C:9]([N:11]([CH2:16][C:17](=O)[CH3:18])[CH2:12][C:13]([OH:15])=[O:14])=[O:10])[C:2]1[CH:7]=[CH:6][CH:5]=[CH:4][CH:3]=1.Cl.CN.C[CH2:24][N:25](CC)CC.C(O)(=O)C.C(O[BH-](OC(=O)C)OC(=O)C)(=O)C.[Na+]. (6) Given the product [C:10](=[O:23])([O:7][C:3]1([C:2]([F:9])([F:8])[F:1])[CH2:6][O:5][CH2:4]1)[O:11][C:12]1[C:13]([F:22])=[C:14]([F:21])[C:15]([F:20])=[C:16]([F:19])[C:17]=1[F:18], predict the reactants needed to synthesize it. The reactants are: [F:1][C:2]([F:9])([F:8])[C:3]1([OH:7])[CH2:6][O:5][CH2:4]1.[C:10](=O)([O:23]C1C(F)=C(F)C(F)=C(F)C=1F)[O:11][C:12]1[C:17]([F:18])=[C:16]([F:19])[C:15]([F:20])=[C:14]([F:21])[C:13]=1[F:22].CC#N.C(N(CC)CC)C. (7) Given the product [C:29]([NH:1][C:2]1[C:14]([Cl:15])=[C:13]2[C:5]([C:6]3[C:11]([CH2:16][CH2:17][CH2:18][CH3:19])([CH2:12]2)[CH2:10][CH2:9][C:8](=[O:20])[C:7]=3[Br:21])=[CH:4][C:3]=1[F:22])(=[O:31])[CH3:30], predict the reactants needed to synthesize it. The reactants are: [NH2:1][C:2]1[C:14]([Cl:15])=[C:13]2[C:5]([C:6]3[C:11]([CH2:16][CH2:17][CH2:18][CH3:19])([CH2:12]2)[CH2:10][CH2:9][C:8](=[O:20])[C:7]=3[Br:21])=[CH:4][C:3]=1[F:22].N1C=CC=CC=1.[C:29](Cl)(=[O:31])[CH3:30].[OH-].[Na+].